Task: Predict the product of the given reaction.. Dataset: Forward reaction prediction with 1.9M reactions from USPTO patents (1976-2016) (1) Given the reactants [NH2:1][C@@H:2]([CH2:25][C:26]1[CH:31]=[CH:30][CH:29]=[C:28]([Cl:32])[CH:27]=1)[CH2:3][N:4]([C:8]1[S:9][C:10]([C:16]2[S:17][C:18]3[CH:19]=[N:20][CH:21]=[CH:22][C:23]=3[N:24]=2)=[C:11]([CH2:13][O:14][CH3:15])[N:12]=1)C(=O)C.C1COCC1.Cl.[OH-].[Na+], predict the reaction product. The product is: [NH2:1][C@@H:2]([CH2:25][C:26]1[CH:31]=[CH:30][CH:29]=[C:28]([Cl:32])[CH:27]=1)[CH2:3][NH:4][C:8]1[S:9][C:10]([C:16]2[S:17][C:18]3[CH:19]=[N:20][CH:21]=[CH:22][C:23]=3[N:24]=2)=[C:11]([CH2:13][O:14][CH3:15])[N:12]=1. (2) Given the reactants C(OC([N:8]1[CH2:13][CH2:12][CH:11]([N:14]2[C:18](=[O:19])[C:17]([C:20]3[CH:25]=[CH:24][C:23]([F:26])=[CH:22][CH:21]=3)=[C:16]([C:27]3[CH:32]=[CH:31][N:30]=[C:29]([NH:33][CH:34]([C:36]4[CH:41]=[CH:40][CH:39]=[CH:38][CH:37]=4)[CH3:35])[N:28]=3)[N:15]2[CH3:42])[CH2:10][CH2:9]1)=O)(C)(C)C.C(O)(C(F)(F)F)=O, predict the reaction product. The product is: [F:26][C:23]1[CH:22]=[CH:21][C:20]([C:17]2[C:18](=[O:19])[N:14]([CH:11]3[CH2:12][CH2:13][NH:8][CH2:9][CH2:10]3)[N:15]([CH3:42])[C:16]=2[C:27]2[CH:32]=[CH:31][N:30]=[C:29]([NH:33][CH:34]([C:36]3[CH:41]=[CH:40][CH:39]=[CH:38][CH:37]=3)[CH3:35])[N:28]=2)=[CH:25][CH:24]=1. (3) Given the reactants C[CH:2]([CH2:17][CH3:18])[CH2:3][CH2:4][C:5]1[CH:16]=[CH:15][C:8]2[O:9][CH2:10][C:11](=[O:14])[CH2:12][O:13][C:7]=2[CH:6]=1.[CH2:19](C1C=CC2OCC(=O)COC=2C=1)CCCC.CC(CC)CC1C=CC2OCC(=O)COC=2C=1.CC(C)CCC1C=CC2OCC(=O)COC=2C=1.CC1C2C=C3OCC(=O)COC3=CC=2CC1, predict the reaction product. The product is: [CH3:19][CH:3]([CH2:2][CH2:17][CH3:18])[CH2:4][C:5]1[CH:16]=[CH:15][C:8]2[O:9][CH2:10][C:11](=[O:14])[CH2:12][O:13][C:7]=2[CH:6]=1. (4) Given the reactants [Br:1][C:2]1[CH:7]=[CH:6][C:5]([C:8]2[CH:12]=[C:11]([OH:13])[N:10]([C:14]3[CH:19]=[CH:18][CH:17]=[CH:16][N:15]=3)[N:9]=2)=[CH:4][CH:3]=1.[C:20](O[C:20]([O:22][C:23]([CH3:26])([CH3:25])[CH3:24])=[O:21])([O:22][C:23]([CH3:26])([CH3:25])[CH3:24])=[O:21], predict the reaction product. The product is: [C:20](=[O:21])([O:22][C:23]([CH3:26])([CH3:25])[CH3:24])[O:13][C:11]1[N:10]([C:14]2[CH:19]=[CH:18][CH:17]=[CH:16][N:15]=2)[N:9]=[C:8]([C:5]2[CH:4]=[CH:3][C:2]([Br:1])=[CH:7][CH:6]=2)[CH:12]=1.